Dataset: Forward reaction prediction with 1.9M reactions from USPTO patents (1976-2016). Task: Predict the product of the given reaction. (1) Given the reactants Br[C:2]1[CH:3]=[C:4]([CH:15]=[CH:16][C:17]=1[O:18][CH3:19])[CH2:5][N:6]1[C:14]2[C:9](=[CH:10][CH:11]=[CH:12][CH:13]=2)[CH:8]=[CH:7]1.[N+:20]([C:23]1[CH:24]=[C:25](B(O)O)[CH:26]=[CH:27][CH:28]=1)([O-:22])=[O:21].C(OCC)(=O)C, predict the reaction product. The product is: [CH3:19][O:18][C:17]1[C:2]([C:27]2[CH:26]=[CH:25][CH:24]=[C:23]([N+:20]([O-:22])=[O:21])[CH:28]=2)=[CH:3][C:4]([CH2:5][N:6]2[C:14]3[C:9](=[CH:10][CH:11]=[CH:12][CH:13]=3)[CH:8]=[CH:7]2)=[CH:15][CH:16]=1. (2) Given the reactants Cl.[NH2:2][C@@H:3]([C:8]([OH:10])=[O:9])[CH2:4][C:5]([OH:7])=[O:6], predict the reaction product. The product is: [NH2:2][C@@H:3]([C:8]([OH:10])=[O:9])[CH2:4][C:5]([OH:7])=[O:6]. (3) Given the reactants [N:1]1[CH:6]=[CH:5][C:4]([N:7]2[CH2:12][CH2:11][CH:10]([C:13](Cl)=[O:14])[CH2:9][CH2:8]2)=[CH:3][CH:2]=1.[NH2:16][CH2:17][CH:18]([NH:27][C:28]([O:30][CH2:31][C:32]1[CH:37]=[CH:36][CH:35]=[CH:34][CH:33]=1)=[O:29])[C:19]([N:21]1[CH2:26][CH2:25][CH2:24][CH2:23][CH2:22]1)=[O:20], predict the reaction product. The product is: [CH2:31]([O:30][C:28]([NH:27][CH:18]([C:19]([N:21]1[CH2:26][CH2:25][CH2:24][CH2:23][CH2:22]1)=[O:20])[CH2:17][NH:16][C:13]([CH:10]1[CH2:11][CH2:12][N:7]([C:4]2[CH:5]=[CH:6][N:1]=[CH:2][CH:3]=2)[CH2:8][CH2:9]1)=[O:14])=[O:29])[C:32]1[CH:33]=[CH:34][CH:35]=[CH:36][CH:37]=1. (4) Given the reactants [N+:1]([C:4]1[CH:21]=[CH:20][CH:19]=[CH:18][C:5]=1[CH2:6][NH:7][CH2:8][CH2:9][CH:10]([C:12]1[CH:17]=[CH:16][CH:15]=[CH:14][CH:13]=1)[OH:11])([O-:3])=[O:2].C(N(CC)CC)C.Cl[C:30](Cl)([O:32]C(=O)OC(Cl)(Cl)Cl)Cl.O, predict the reaction product. The product is: [N+:1]([C:4]1[CH:21]=[CH:20][CH:19]=[CH:18][C:5]=1[CH2:6][N:7]1[CH2:8][CH2:9][CH:10]([C:12]2[CH:13]=[CH:14][CH:15]=[CH:16][CH:17]=2)[O:11][C:30]1=[O:32])([O-:3])=[O:2]. (5) Given the reactants O=[C:2]1[CH2:7][CH2:6][CH:5]([C:8]([O:10][CH2:11][CH3:12])=[O:9])[CH2:4][CH2:3]1.[NH:13]1CCCC1.C(O[CH:21]=[CH:22][C:23](=O)[C:24]([F:27])([F:26])[F:25])C.C([O-])(=O)C.[NH4+], predict the reaction product. The product is: [F:25][C:24]([F:27])([F:26])[C:23]1[CH:22]=[CH:21][C:3]2[CH2:4][CH:5]([C:8]([O:10][CH2:11][CH3:12])=[O:9])[CH2:6][CH2:7][C:2]=2[N:13]=1. (6) Given the reactants [CH3:1][O:2][C:3]([C:5]1([CH3:19])[CH2:14][CH2:13][C:12]2[C:7](=[C:8]([CH3:18])[C:9]([CH3:17])=[C:10]([OH:16])[C:11]=2[CH3:15])[O:6]1)=[O:4].[C:20]([Si:24]([CH3:28])([CH3:27])OCl)([CH3:23])([CH3:22])[CH3:21].N1C=CN=C1, predict the reaction product. The product is: [CH3:1][O:2][C:3]([C:5]1([CH3:19])[CH2:14][CH2:13][C:12]2[C:7](=[C:8]([CH3:18])[C:9]([CH3:17])=[C:10]([O:16][Si:24]([C:20]([CH3:23])([CH3:22])[CH3:21])([CH3:28])[CH3:27])[C:11]=2[CH3:15])[O:6]1)=[O:4]. (7) Given the reactants [NH2:1][C:2]1[NH:6][N:5]=[C:4]([NH:7][C:8]2[CH:13]=[CH:12][C:11]([F:14])=[CH:10][CH:9]=2)[C:3]=1[C:15]([NH2:17])=[O:16].[OH:18][C:19]1[CH:26]=[CH:25][C:22]([CH:23]=O)=[CH:21][CH:20]=1, predict the reaction product. The product is: [F:14][C:11]1[CH:10]=[CH:9][C:8]([NH:7][C:4]2[C:3]([C:15]([NH2:17])=[O:16])=[C:2]([N:1]=[CH:23][C:22]3[CH:25]=[CH:26][C:19]([OH:18])=[CH:20][CH:21]=3)[NH:6][N:5]=2)=[CH:13][CH:12]=1. (8) Given the reactants [C:1]([O:5][C:6]([N:8]1[CH2:13][CH2:12][NH:11][CH2:10][CH2:9]1)=[O:7])([CH3:4])([CH3:3])[CH3:2].C(N(CC)CC)C.Br[CH2:22][C:23]1[CH:28]=[CH:27][C:26]([N+:29]([O-:31])=[O:30])=[CH:25][CH:24]=1, predict the reaction product. The product is: [C:1]([O:5][C:6]([N:8]1[CH2:13][CH2:12][N:11]([CH2:22][C:23]2[CH:28]=[CH:27][C:26]([N+:29]([O-:31])=[O:30])=[CH:25][CH:24]=2)[CH2:10][CH2:9]1)=[O:7])([CH3:4])([CH3:2])[CH3:3]. (9) Given the reactants [CH2:1]([O:3][C:4](=[O:22])[C:5]([O:8][C:9]1[CH:14]=[CH:13][C:12]([O:15][CH:16]([C:18]([OH:20])=O)[CH3:17])=[CH:11][C:10]=1[CH3:21])([CH3:7])[CH3:6])[CH3:2].[NH2:23][C:24]1[CH:29]=[CH:28][C:27]([C:30]2[CH:35]=[CH:34][CH:33]=[CH:32][CH:31]=2)=[CH:26][CH:25]=1, predict the reaction product. The product is: [CH2:1]([O:3][C:4](=[O:22])[C:5]([O:8][C:9]1[CH:14]=[CH:13][C:12]([O:15][CH:16]([C:18](=[O:20])[NH:23][C:24]2[CH:25]=[CH:26][C:27]([C:30]3[CH:35]=[CH:34][CH:33]=[CH:32][CH:31]=3)=[CH:28][CH:29]=2)[CH3:17])=[CH:11][C:10]=1[CH3:21])([CH3:6])[CH3:7])[CH3:2].